From a dataset of CYP2C9 inhibition data for predicting drug metabolism from PubChem BioAssay. Regression/Classification. Given a drug SMILES string, predict its absorption, distribution, metabolism, or excretion properties. Task type varies by dataset: regression for continuous measurements (e.g., permeability, clearance, half-life) or binary classification for categorical outcomes (e.g., BBB penetration, CYP inhibition). Dataset: cyp2c9_veith. (1) The drug is CCN(CC)CCN1c2ccccc2Sc2ccc3ccccc3c21. The result is 0 (non-inhibitor). (2) The result is 1 (inhibitor). The drug is COC(=O)/C=C\C(=O)N[C@@H]1CC[C@@]2(O)[C@H]3Cc4ccc(O)c5c4[C@@]2(CCN3CC2CC2)[C@@H]1O5. (3) The molecule is Cc1ccc(Sc2nc(-c3ccccc3)ccc2C#N)cc1. The result is 1 (inhibitor). (4) The result is 1 (inhibitor). The compound is CCOC(=O)Nc1ccc(C(=O)Oc2ccccc2)c(O)c1.